Dataset: Full USPTO retrosynthesis dataset with 1.9M reactions from patents (1976-2016). Task: Predict the reactants needed to synthesize the given product. (1) Given the product [Cl:1][C:2]1[CH:7]=[C:6]([Cl:8])[CH:5]=[CH:4][C:3]=1[C:9]1[N:10]=[C:11](/[CH:30]=[CH:31]/[C:32]2[CH:33]=[CH:34][C:35]([O:38][CH2:40][CH2:41][CH2:42][C:43]([OH:45])=[O:44])=[CH:36][CH:37]=2)[N:12]([CH2:14][C:15](=[O:16])[NH:17][CH:18]([C:20]2[C:29]3[C:24](=[CH:25][CH:26]=[CH:27][CH:28]=3)[CH:23]=[CH:22][CH:21]=2)[CH3:19])[CH:13]=1, predict the reactants needed to synthesize it. The reactants are: [Cl:1][C:2]1[CH:7]=[C:6]([Cl:8])[CH:5]=[CH:4][C:3]=1[C:9]1[N:10]=[C:11](/[CH:30]=[CH:31]/[C:32]2[CH:37]=[CH:36][C:35]([OH:38])=[CH:34][CH:33]=2)[N:12]([CH2:14][C:15]([NH:17][CH:18]([C:20]2[C:29]3[C:24](=[CH:25][CH:26]=[CH:27][CH:28]=3)[CH:23]=[CH:22][CH:21]=2)[CH3:19])=[O:16])[CH:13]=1.Br[CH2:40][CH2:41][CH2:42][C:43]([O:45]C)=[O:44]. (2) Given the product [CH3:31][N:32]1[CH2:37][CH2:36][N:35]([C:28]([CH:26]2[CH2:25][CH2:24][C:23]3[C:16]4[C:15]([NH:14][C:6]5[CH:7]=[C:8]6[C:12](=[CH:13][C:5]=5[O:4][CH:2]([CH3:1])[CH3:3])[NH:11][N:10]=[CH:9]6)=[N:20][CH:19]=[N:18][C:17]=4[S:21][C:22]=3[CH2:27]2)=[O:29])[CH2:34][CH2:33]1, predict the reactants needed to synthesize it. The reactants are: [CH3:1][CH:2]([O:4][C:5]1[CH:13]=[C:12]2[C:8]([CH:9]=[N:10][NH:11]2)=[CH:7][C:6]=1[NH:14][C:15]1[C:16]2[C:23]3[CH2:24][CH2:25][CH:26]([C:28](O)=[O:29])[CH2:27][C:22]=3[S:21][C:17]=2[N:18]=[CH:19][N:20]=1)[CH3:3].[CH3:31][N:32]1[CH2:37][CH2:36][NH:35][CH2:34][CH2:33]1. (3) Given the product [N:25]1([C:7]2[CH:14]=[CH:13][C:10]([CH:11]=[O:12])=[CH:9][C:8]=2[C:15]([F:18])([F:17])[F:16])[CH:29]=[CH:28][N:27]=[CH:26]1, predict the reactants needed to synthesize it. The reactants are: CN(C=O)C.F[C:7]1[CH:14]=[CH:13][C:10]([CH:11]=[O:12])=[CH:9][C:8]=1[C:15]([F:18])([F:17])[F:16].C(=O)([O-])[O-].[K+].[K+].[NH:25]1[CH:29]=[CH:28][N:27]=[CH:26]1. (4) Given the product [CH2:12]([O:11][C:8]1[CH:9]=[CH:10][C:5]([CH2:4][CH2:3][CH2:2][N:23]2[CH:24]=[CH:25][N:26]=[C:22]2[CH2:21][CH2:20][OH:19])=[CH:6][CH:7]=1)[C:13]1[CH:18]=[CH:17][CH:16]=[CH:15][CH:14]=1, predict the reactants needed to synthesize it. The reactants are: I[CH2:2][CH2:3][CH2:4][C:5]1[CH:10]=[CH:9][C:8]([O:11][CH2:12][C:13]2[CH:18]=[CH:17][CH:16]=[CH:15][CH:14]=2)=[CH:7][CH:6]=1.[OH:19][CH2:20][CH2:21][C:22]1[NH:23][CH:24]=[CH:25][N:26]=1.C(=O)([O-])[O-].[K+].[K+]. (5) Given the product [Cl:1][C:2]1[S:6][C:5]([S:7]([NH:10][C:11]2[C:19]3[C:14](=[C:15]([F:22])[CH:16]=[CH:17][C:18]=3[OH:20])[N:13]([CH2:23][C:24]3[CH:25]=[C:26]([CH:30]=[CH:31][CH:32]=3)[C:27]([NH2:29])=[O:28])[N:12]=2)(=[O:9])=[O:8])=[CH:4][CH:3]=1, predict the reactants needed to synthesize it. The reactants are: [Cl:1][C:2]1[S:6][C:5]([S:7]([NH:10][C:11]2[C:19]3[C:14](=[C:15]([F:22])[CH:16]=[CH:17][C:18]=3[O:20]C)[N:13]([CH2:23][C:24]3[CH:25]=[C:26]([CH:30]=[CH:31][CH:32]=3)[C:27]([NH2:29])=[O:28])[N:12]=2)(=[O:9])=[O:8])=[CH:4][CH:3]=1.B(Br)(Br)Br.C(=O)(O)[O-].[Na+]. (6) Given the product [NH:29]1[C:30]2[CH2:40][CH2:39][CH2:38][CH2:37][C:31]=2[N:32]=[C:28]1[CH2:27][N:16]([CH:17]1[C:26]2[N:25]=[CH:24][CH:23]=[CH:22][C:21]=2[CH2:20][CH2:19][CH2:18]1)[CH2:15][CH2:14][CH2:13][CH2:12][N:3]1[C:2](=[O:1])[C:10]2[C:5](=[CH:6][CH:7]=[CH:8][CH:9]=2)[C:4]1=[O:11], predict the reactants needed to synthesize it. The reactants are: [O:1]=[C:2]1[C:10]2[C:5](=[CH:6][CH:7]=[CH:8][CH:9]=2)[C:4](=[O:11])[N:3]1[CH2:12][CH2:13][CH2:14][CH2:15][N:16]([CH2:27][C:28]1[N:32](S(O)(=O)=O)[C:31]2[CH2:37][CH2:38][CH2:39][CH2:40][C:30]=2[N:29]=1)[CH:17]1[C:26]2[N:25]=[CH:24][CH:23]=[CH:22][C:21]=2[CH2:20][CH2:19][CH2:18]1.Cl.[OH-].[Na+]. (7) Given the product [CH:15]1([NH:21][C:22]2[C:11]3([CH2:12][CH2:13][N:8]([C:1]([O:3][C:4]([CH3:7])([CH3:6])[CH3:5])=[O:2])[CH2:9][CH2:10]3)[N:32]([C:31]3[CH:33]=[CH:34][CH:35]=[C:29]([F:28])[CH:30]=3)[C:24](=[O:25])[N:23]=2)[CH2:20][CH2:19][CH2:18][CH2:17][CH2:16]1, predict the reactants needed to synthesize it. The reactants are: [C:1]([N:8]1[CH2:13][CH2:12][CH2:11][CH2:10][C:9]1=O)([O:3][C:4]([CH3:7])([CH3:6])[CH3:5])=[O:2].[CH:15]1([N+:21]#[C-:22])[CH2:20][CH2:19][CH2:18][CH2:17][CH2:16]1.[N-:23]=[C:24]=[O:25].[K+].Cl.[F:28][C:29]1[CH:30]=[C:31]([CH:33]=[CH:34][CH:35]=1)[NH2:32]. (8) Given the product [CH2:42]([O:41][C:38]([C:37]1[N:36]=[C:5]([C:4]2[CH:8]=[CH:9][C:10]([CH:11]([CH3:25])[C:12]([C:18]3[CH:23]=[CH:22][N:21]=[C:20]([Cl:24])[CH:19]=3)([OH:17])[C:13]([F:14])([F:15])[F:16])=[C:2]([Cl:1])[CH:3]=2)[O:7][N:33]=1)=[O:40])[CH3:43], predict the reactants needed to synthesize it. The reactants are: [Cl:1][C:2]1[CH:3]=[C:4]([CH:8]=[CH:9][C:10]=1[CH:11]([CH3:25])[C:12]([C:18]1[CH:23]=[CH:22][N:21]=[C:20]([Cl:24])[CH:19]=1)([OH:17])[C:13]([F:16])([F:15])[F:14])[C:5]([OH:7])=O.C1N=CN(C([N:33]2[CH:37]=[N:36]C=C2)=O)C=1.[C:38]([O:41][CH2:42][CH3:43])(=[O:40])C.